Dataset: NCI-60 drug combinations with 297,098 pairs across 59 cell lines. Task: Regression. Given two drug SMILES strings and cell line genomic features, predict the synergy score measuring deviation from expected non-interaction effect. (1) Drug 1: CC1C(C(=O)NC(C(=O)N2CCCC2C(=O)N(CC(=O)N(C(C(=O)O1)C(C)C)C)C)C(C)C)NC(=O)C3=C4C(=C(C=C3)C)OC5=C(C(=O)C(=C(C5=N4)C(=O)NC6C(OC(=O)C(N(C(=O)CN(C(=O)C7CCCN7C(=O)C(NC6=O)C(C)C)C)C)C(C)C)C)N)C. Drug 2: CCC1=C2CN3C(=CC4=C(C3=O)COC(=O)C4(CC)O)C2=NC5=C1C=C(C=C5)O. Cell line: NCI-H460. Synergy scores: CSS=29.0, Synergy_ZIP=0.648, Synergy_Bliss=4.15, Synergy_Loewe=-38.4, Synergy_HSA=1.49. (2) Drug 1: C1=C(C(=O)NC(=O)N1)N(CCCl)CCCl. Drug 2: CC12CCC3C(C1CCC2O)C(CC4=C3C=CC(=C4)O)CCCCCCCCCS(=O)CCCC(C(F)(F)F)(F)F. Cell line: MDA-MB-231. Synergy scores: CSS=24.2, Synergy_ZIP=1.06, Synergy_Bliss=1.69, Synergy_Loewe=2.36, Synergy_HSA=3.01. (3) Drug 1: CNC(=O)C1=CC=CC=C1SC2=CC3=C(C=C2)C(=NN3)C=CC4=CC=CC=N4. Drug 2: C1=NC2=C(N=C(N=C2N1C3C(C(C(O3)CO)O)F)Cl)N. Cell line: NCI-H226. Synergy scores: CSS=12.4, Synergy_ZIP=-4.28, Synergy_Bliss=1.59, Synergy_Loewe=-0.598, Synergy_HSA=-0.214. (4) Drug 1: C1=CC=C(C=C1)NC(=O)CCCCCCC(=O)NO. Drug 2: COCCOC1=C(C=C2C(=C1)C(=NC=N2)NC3=CC=CC(=C3)C#C)OCCOC. Cell line: T-47D. Synergy scores: CSS=57.1, Synergy_ZIP=6.57, Synergy_Bliss=7.64, Synergy_Loewe=5.64, Synergy_HSA=9.84.